This data is from hERG potassium channel inhibition data for cardiac toxicity prediction from Karim et al.. The task is: Regression/Classification. Given a drug SMILES string, predict its toxicity properties. Task type varies by dataset: regression for continuous values (e.g., LD50, hERG inhibition percentage) or binary classification for toxic/non-toxic outcomes (e.g., AMES mutagenicity, cardiotoxicity, hepatotoxicity). Dataset: herg_karim. (1) The molecule is O=C(Nc1ccc(Cl)c(Cl)c1)N1CCN(C[C@H]2CN(C3CC3)CCO2)CC1. The result is 0 (non-blocker). (2) The result is 0 (non-blocker). The drug is COc1ccc2nccc([C@@H](O)CN3CCC(NCc4ccc5c(c4)OCCO5)CC3)c2c1. (3) The molecule is C[C@@](O)(c1ccccc1)[C@H]1C=CC([C@H](c2cc[n+](O)cc2)c2ccc(OC(F)F)c(OC(F)F)c2)=CN1. The result is 1 (blocker). (4) The compound is CC(C)CN(C(=O)c1cccc(Cl)c1Cl)[C@H]1CCNC1. The result is 0 (non-blocker).